From a dataset of Full USPTO retrosynthesis dataset with 1.9M reactions from patents (1976-2016). Predict the reactants needed to synthesize the given product. Given the product [Cl:31][C:11]1[C:12]([CH:14]([S:23][C:24]2[CH:25]=[CH:26][C:27]([Cl:30])=[CH:28][CH:29]=2)[C:15]2[CH:20]=[C:19]([F:21])[CH:18]=[CH:17][C:16]=2[F:22])=[CH:13][C:8]([NH:32][CH2:33][C:34]([CH3:38])([CH3:37])[CH2:35][OH:36])=[N:9][CH:10]=1, predict the reactants needed to synthesize it. The reactants are: O1CCOCC1.Cl[C:8]1[CH:13]=[C:12]([CH:14]([S:23][C:24]2[CH:29]=[CH:28][C:27]([Cl:30])=[CH:26][CH:25]=2)[C:15]2[CH:20]=[C:19]([F:21])[CH:18]=[CH:17][C:16]=2[F:22])[C:11]([Cl:31])=[CH:10][N:9]=1.[NH2:32][CH2:33][C:34]([CH3:38])([CH3:37])[CH2:35][OH:36].